Dataset: Forward reaction prediction with 1.9M reactions from USPTO patents (1976-2016). Task: Predict the product of the given reaction. (1) Given the reactants [NH2:1][C:2]1[CH:7]=[CH:6][C:5]([C:8]2[CH:13]=[CH:12][C:11]([CH2:14][C:15]3[N:16]([C:28]4[CH:33]=[CH:32][C:31]([N:34]5[S:38](=[O:40])(=[O:39])[N:37]([CH2:41][O:42][CH2:43][CH2:44][Si:45]([CH3:48])([CH3:47])[CH3:46])[C:36](=[O:49])[CH2:35]5)=[CH:30][CH:29]=4)[CH:17]=[C:18]([C:20]4[CH:25]=[CH:24][C:23]([Cl:26])=[CH:22][C:21]=4[Cl:27])[N:19]=3)=[CH:10][CH:9]=2)=[CH:4][CH:3]=1.[Br:50][CH2:51][CH2:52][CH2:53][CH2:54][C:55](Cl)=[O:56], predict the reaction product. The product is: [Cl:27][C:21]1[CH:22]=[C:23]([Cl:26])[CH:24]=[CH:25][C:20]=1[C:18]1[N:19]=[C:15]([CH2:14][C:11]2[CH:12]=[CH:13][C:8]([C:5]3[CH:4]=[CH:3][C:2]([NH:1][C:55](=[O:56])[CH2:54][CH2:53][CH2:52][CH2:51][Br:50])=[CH:7][CH:6]=3)=[CH:9][CH:10]=2)[N:16]([C:28]2[CH:33]=[CH:32][C:31]([N:34]3[CH2:35][C:36](=[O:49])[N:37]([CH2:41][O:42][CH2:43][CH2:44][Si:45]([CH3:48])([CH3:47])[CH3:46])[S:38]3(=[O:39])=[O:40])=[CH:30][CH:29]=2)[CH:17]=1. (2) The product is: [NH:9]1[C:10]2[C:15](=[CH:14][CH:13]=[CH:12][CH:11]=2)[CH:16]=[C:8]1[C:3]1[CH:4]=[CH:5][CH:6]=[CH:7][C:2]=1[NH:1][C:26](=[O:36])[C:27]1[C:28](=[CH:32][CH:33]=[CH:34][CH:35]=1)[C:29]([OH:31])=[O:30]. Given the reactants [NH2:1][C:2]1[CH:7]=[CH:6][CH:5]=[CH:4][C:3]=1[C:8]1[NH:9][C:10]2[C:15]([CH:16]=1)=[CH:14][CH:13]=[CH:12][CH:11]=2.N1C2C(=CC=CC=2)C=C1.[C:26]1(=[O:36])[O:31][C:29](=[O:30])[C:28]2=[CH:32][CH:33]=[CH:34][CH:35]=[C:27]12, predict the reaction product. (3) Given the reactants Br[C:2]1[C:3]2[C:8]([CH:9]=[C:10]3[C:15]=1[CH:14]=[CH:13][CH:12]=[CH:11]3)=[CH:7][CH:6]=[CH:5][CH:4]=2.[NH:16]1[CH:20]=[CH:19][N:18]=[CH:17]1.C(=O)([O-])[O-].[K+].[K+], predict the reaction product. The product is: [CH:14]1[C:15]2[C:10](=[CH:9][C:8]3[C:3]([C:2]=2[N:16]2[CH:20]=[CH:19][NH:18][CH2:17]2)=[CH:4][CH:5]=[CH:6][CH:7]=3)[CH:11]=[CH:12][CH:13]=1.